This data is from Reaction yield outcomes from USPTO patents with 853,638 reactions. The task is: Predict the reaction yield, written as a fraction of the theoretical maximum amount of product (1.0 means a 100% yield; for example, 0.34 means a 34% yield). (1) The reactants are O[CH2:2][CH2:3][N:4]1[C:12]2[CH:11]=[CH:10][CH:9]=[CH:8][C:7]=2[C:6]2[CH2:13][CH2:14][N:15]([C:18]([O:20][C:21]([CH3:24])([CH3:23])[CH3:22])=[O:19])[CH2:16][CH2:17][C:5]1=2.CS(Cl)(=O)=O.[C:30]1([SH:36])[CH:35]=[CH:34][CH:33]=[CH:32][CH:31]=1.[OH-].[K+]. The catalyst is C(Cl)Cl.CN(C=O)C.C(N(CC)CC)C. The product is [C:30]1([S:36][CH2:2][CH2:3][N:4]2[C:12]3[CH:11]=[CH:10][CH:9]=[CH:8][C:7]=3[C:6]3[CH2:13][CH2:14][N:15]([C:18]([O:20][C:21]([CH3:24])([CH3:23])[CH3:22])=[O:19])[CH2:16][CH2:17][C:5]2=3)[CH:35]=[CH:34][CH:33]=[CH:32][CH:31]=1. The yield is 0.280. (2) The reactants are [CH:1]([NH:4][C:5]([C@H:7]1[CH2:12][CH2:11][C@@H:10]([NH:13][C:14]2[C:19]([N+:20]([O-])=O)=[CH:18][N:17]=[C:16]([O:23][CH2:24][CH2:25][N:26]3[CH2:31][CH2:30][CH2:29][CH2:28][CH2:27]3)[CH:15]=2)[CH2:9][CH2:8]1)=[O:6])([CH3:3])[CH3:2].[Sn](Cl)Cl. The catalyst is CO. The product is [NH2:20][C:19]1[C:14]([NH:13][C@@H:10]2[CH2:9][CH2:8][C@H:7]([C:5]([NH:4][CH:1]([CH3:3])[CH3:2])=[O:6])[CH2:12][CH2:11]2)=[CH:15][C:16]([O:23][CH2:24][CH2:25][N:26]2[CH2:31][CH2:30][CH2:29][CH2:28][CH2:27]2)=[N:17][CH:18]=1. The yield is 0.800. (3) The reactants are [CH3:1][C:2]1([CH3:22])[C:14]2[C:6]([N:7]=[C:8]3[C:13]=2[CH:12]=[CH:11][CH:10]=[CH:9]3)=[CH:5][C:4]2[CH:15]=[C:16]3[C:21]([C:3]1=2)=[CH:20][CH2:19][CH:18]=[CH:17]3.Br[C:24]1[CH:29]=[CH:28][C:27]([C:30]2[CH:35]=[CH:34][CH:33]=[CH:32][CH:31]=2)=[CH:26][CH:25]=1.S(=O)(O)[O-].[Na+].C(C1C=C(C(C)(C)C)C=C(C(O)=O)C=1O)(C)(C)C.C(=O)([O-])[O-].[K+].[K+].C(C1C=CC=CC=1)CCCCCCCCCCC. The catalyst is [Cu].C1(C)C=CC=CC=1. The product is [C:27]1([C:30]2[CH:31]=[CH:32][CH:33]=[CH:34][CH:35]=2)[CH:28]=[CH:29][C:24]([CH:19]2[CH:20]=[C:21]3[C:16](=[CH:15][C:4]4[CH:5]=[C:6]5[C:14]([C:2]([CH3:22])([CH3:1])[C:3]=43)=[C:13]3[C:8]([CH:9]=[CH:10][CH:11]=[CH:12]3)=[N:7]5)[CH:17]=[CH:18]2)=[CH:25][CH:26]=1. The yield is 0.881. (4) The reactants are [Cl:1][C:2]1[C:7](=[O:8])[C:6]([OH:9])=[CH:5][N:4]([CH3:10])[C:3]=1[CH3:11].C(=O)([O-])[O-].[K+].[K+].C[O:19][CH:20](O)[C:21]([F:24])([F:23])[F:22]. The catalyst is CO. The product is [Cl:1][C:2]1[C:7](=[O:8])[C:6]([OH:9])=[C:5]([CH:20]([OH:19])[C:21]([F:24])([F:23])[F:22])[N:4]([CH3:10])[C:3]=1[CH3:11]. The yield is 0.850. (5) The catalyst is C1COCC1. The product is [C:1]([O:5][C:6]([NH:8][C:9]1([C:18]([O:20][C@@H:49]2[CH:50]3[CH2:53][CH2:54][N:47]([CH2:52][CH2:51]3)[CH2:48]2)=[O:19])[C:17]2[C:12](=[CH:13][CH:14]=[CH:15][CH:16]=2)[CH2:11][CH2:10]1)=[O:7])([CH3:4])([CH3:2])[CH3:3]. The yield is 0.850. The reactants are [C:1]([O:5][C:6]([NH:8][C:9]1([C:18]([OH:20])=[O:19])[C:17]2[C:12](=[CH:13][CH:14]=[CH:15][CH:16]=2)[CH2:11][CH2:10]1)=[O:7])([CH3:4])([CH3:3])[CH3:2].C1(N=C=NC2CCCCC2)CCCCC1.O.ON1C2C=CC=CC=2N=N1.[N:47]12[CH2:54][CH2:53][CH:50]([CH2:51][CH2:52]1)[C@@H:49](O)[CH2:48]2. (6) The reactants are [CH3:1][C:2]1([CH3:17])[C:10]2[C:5](=[CH:6][C:7]([N+:11]([O-])=O)=[CH:8][CH:9]=2)[N:4]([C:14](=[O:16])[CH3:15])[CH2:3]1. The catalyst is CO.[Pd]. The product is [NH2:11][C:7]1[CH:6]=[C:5]2[C:10]([C:2]([CH3:17])([CH3:1])[CH2:3][N:4]2[C:14](=[O:16])[CH3:15])=[CH:9][CH:8]=1. The yield is 0.610.